The task is: Binary Classification. Given a drug SMILES string, predict its activity (active/inactive) in a high-throughput screening assay against a specified biological target.. This data is from Choline transporter screen with 302,306 compounds. (1) The compound is Oc1c(c(=O)n(c2c1cccc2)Cc1ccccc1)C(=O)NCCCN(CC)CC. The result is 0 (inactive). (2) The compound is O(c1cc([N+]([O-])=O)c(NC(=O)c2occc2)cc1)CC. The result is 0 (inactive). (3) The compound is Clc1n(Cc2cc(ccc2)C(O)=O)c(sc1/C=N\Nc1ccccc1)=O. The result is 0 (inactive). (4) The result is 0 (inactive). The drug is S(=O)(=O)(NCCC(=O)NCc1ccc(F)cc1)c1cc2CC(N(C(=O)C3CC3)c2cc1)C. (5) The compound is Brc1cc(F)c(NC(=O)c2cc3OCCOc3cc2)cc1. The result is 0 (inactive). (6) The compound is Clc1c(Cn2[nH]nc3c2nc(nc3=O)C(=O)NCCc2ccccc2)cccc1. The result is 0 (inactive). (7) The molecule is O=C(NCc1ccncc1)C(/NC(=O)c1ccc(cc1)C)=C\c1ccc(OC)cc1. The result is 0 (inactive). (8) The compound is s1c(C2=NN(C(C2)c2ccc(F)cc2)C(=O)CSCC(OCC)=O)ccc1. The result is 0 (inactive). (9) The molecule is O=C(NCCc1[nH]c2c(n1)cccc2)C. The result is 0 (inactive). (10) The compound is S(c1c(C(=O)NCC(N2CCCCC2)c2occc2)cccc1)C. The result is 0 (inactive).